From a dataset of Catalyst prediction with 721,799 reactions and 888 catalyst types from USPTO. Predict which catalyst facilitates the given reaction. Reactant: [NH2:1][C:2]1[N:10]=[CH:9][C:8]([Cl:11])=[CH:7][C:3]=1[C:4]([NH2:6])=[O:5].[Br:12][CH2:13][C:14]1[CH:15]=[C:16]([CH:19]=[CH:20][C:21]=1[F:22])[C:17]#[N:18]. Product: [BrH:12].[Cl:11][C:8]1[CH:7]=[C:3]([C:4]([NH2:6])=[O:5])[C:2](=[NH:1])[N:10]([CH2:13][C:14]2[CH:15]=[C:16]([C:17]#[N:18])[CH:19]=[CH:20][C:21]=2[F:22])[CH:9]=1. The catalyst class is: 42.